Dataset: Reaction yield outcomes from USPTO patents with 853,638 reactions. Task: Predict the reaction yield, written as a fraction of the theoretical maximum amount of product (1.0 means a 100% yield; for example, 0.34 means a 34% yield). (1) The yield is 0.590. The reactants are Cl[C:2]1[C:7]([C:8]([NH:10][CH2:11][C:12]2[CH:17]=[CH:16][CH:15]=[C:14]([F:18])[CH:13]=2)=[O:9])=[C:6]([CH3:19])[CH:5]=[C:4]([N:20]2[CH2:25][CH2:24][O:23][CH2:22][CH2:21]2)[N:3]=1.[NH:26]1[CH2:30][CH2:29][CH2:28][CH2:27]1.CCN(CC)CC. The product is [F:18][C:14]1[CH:13]=[C:12]([CH2:11][NH:10][C:8]([C:7]2[C:2]([N:26]3[CH2:30][CH2:29][CH2:28][CH2:27]3)=[N:3][C:4]([N:20]3[CH2:25][CH2:24][O:23][CH2:22][CH2:21]3)=[CH:5][C:6]=2[CH3:19])=[O:9])[CH:17]=[CH:16][CH:15]=1. The catalyst is CC#N. (2) The reactants are [F:1][C:2]1[CH:10]=[CH:9][CH:8]=[C:7]([F:11])[C:3]=1[C:4](Cl)=[O:5].[C:12]1([O:20][CH3:21])[C:13](=[CH:16][CH:17]=[CH:18][CH:19]=1)[O:14][CH3:15]. No catalyst specified. The product is [F:1][C:2]1[CH:10]=[CH:9][CH:8]=[C:7]([F:11])[C:3]=1[C:4](=[O:5])[C:18]1[CH:17]=[CH:16][C:13]([O:14][CH3:15])=[C:12]([O:20][CH3:21])[CH:19]=1. The yield is 0.777. (3) The reactants are [CH:1]([C:3]1[C:4]([O:14][CH2:15][C:16]2[CH:41]=[CH:40][C:19]([O:20][CH2:21][C:22]3[N:23]=[C:24]([C:28]4[CH:33]=[CH:32][C:31]([CH2:34][C:35]([O:37][CH2:38][CH3:39])=[O:36])=[CH:30][CH:29]=4)[O:25][C:26]=3[CH3:27])=[C:18]([O:42][CH3:43])[CH:17]=2)=[N:5][N:6]([C:8]2[CH:13]=[CH:12][CH:11]=[CH:10][CH:9]=2)[CH:7]=1)=O.[Cl-].[CH2:45]([C:47]1[S:48][CH:49]=[C:50]([CH2:52][P+](C2C=CC=CC=2)(C2C=CC=CC=2)C2C=CC=CC=2)[N:51]=1)[CH3:46].C(=O)([O-])[O-].[K+].[K+].CN(C)C=O. The catalyst is O. The product is [CH2:45]([C:47]1[S:48][CH:49]=[C:50](/[CH:52]=[CH:1]\[C:3]2[C:4]([O:14][CH2:15][C:16]3[CH:41]=[CH:40][C:19]([O:20][CH2:21][C:22]4[N:23]=[C:24]([C:28]5[CH:29]=[CH:30][C:31]([CH2:34][C:35]([O:37][CH2:38][CH3:39])=[O:36])=[CH:32][CH:33]=5)[O:25][C:26]=4[CH3:27])=[C:18]([O:42][CH3:43])[CH:17]=3)=[N:5][N:6]([C:8]3[CH:9]=[CH:10][CH:11]=[CH:12][CH:13]=3)[CH:7]=2)[N:51]=1)[CH3:46]. The yield is 0.310. (4) The reactants are C(=O)([O-])[O-].[K+].[K+].Br[CH:8]([C:13]([O:15][CH3:16])=[O:14])[C:9]([O:11][CH3:12])=[O:10].[N:17]1([C:23]([O:25][C:26]([CH3:29])([CH3:28])[CH3:27])=[O:24])[CH2:22][CH2:21][NH:20][CH2:19][CH2:18]1. The yield is 0.970. The catalyst is C(#N)C. The product is [C:26]([O:25][C:23]([N:17]1[CH2:22][CH2:21][N:20]([CH:8]([C:13]([O:15][CH3:16])=[O:14])[C:9]([O:11][CH3:12])=[O:10])[CH2:19][CH2:18]1)=[O:24])([CH3:29])([CH3:27])[CH3:28]. (5) The reactants are [ClH:1].[CH2:2]1[O:10][C:9]2[CH:8]=[CH:7][C:6]([CH3:11])=[CH:5][C:4]=2[O:3]1.[CH2:12]=O. The catalyst is C(OCC)C. The product is [CH2:2]1[O:10][C:9]2[CH:8]=[C:7]([CH3:12])[C:6]([CH2:11][Cl:1])=[CH:5][C:4]=2[O:3]1. The yield is 0.630. (6) The reactants are [CH2:1]1[O:11][C:4]2([CH2:9][CH2:8][C:7](=O)[CH2:6][CH2:5]2)[O:3][CH2:2]1.[NH:12]1[CH2:17][CH2:16][O:15][CH2:14][CH2:13]1. The catalyst is C1(C)C=CC=CC=1.O.C1(C)C=CC(S(O)(=O)=O)=CC=1. The yield is 0.800. The product is [O:3]1[C:4]2([CH2:9][CH2:8][C:7]([N:12]3[CH2:17][CH2:16][O:15][CH2:14][CH2:13]3)=[CH:6][CH2:5]2)[O:11][CH2:1][CH2:2]1. (7) The reactants are [CH3:1][C:2]1[CH:3]([C:10]2[CH:15]=[CH:14][CH:13]=[CH:12][C:11]=2[CH2:16][NH:17][C:18]2[CH:23]=[C:22]([CH3:24])[CH:21]=[C:20]([CH3:25])[CH:19]=2)[C:4]([CH3:9])=[C:5]([CH3:8])[C:6]=1[CH3:7].[CH3:26][N:27]([Ti:29](N(C)C)(N(C)C)N(C)C)[CH3:28]. The catalyst is C1(C)C=CC=CC=1. The product is [CH3:16][N-:17][CH3:18].[CH3:26][N-:27][CH3:28].[Ti+2:29].[CH3:1][C:2]1[CH:3]([C:10]2[CH:15]=[CH:14][CH:13]=[CH:12][C:11]=2[CH2:16][NH:17][C:18]2[CH:23]=[C:22]([CH3:24])[CH:21]=[C:20]([CH3:25])[CH:19]=2)[C:4]([CH3:9])=[C:5]([CH3:8])[C:6]=1[CH3:7]. The yield is 1.00. (8) The reactants are C(N(S(F)(F)[F:7])CC)C.C(=O)=O.CC(C)=O.O[C:18]1([C:31]2[CH:36]=[CH:35][CH:34]=[CH:33][CH:32]=2)[CH2:23][CH2:22][N:21]([C:24]([O:26][C:27]([CH3:30])([CH3:29])[CH3:28])=[O:25])[CH2:20][CH2:19]1.ClC1C=C(C=CC=1)C(OO)=O. The catalyst is ClCCl. The product is [C:27]([O:26][C:24]([N:21]1[CH2:22][CH2:23][C:18]([F:7])([C:31]2[CH:36]=[CH:35][CH:34]=[CH:33][CH:32]=2)[CH2:19][CH2:20]1)=[O:25])([CH3:30])([CH3:29])[CH3:28]. The yield is 1.00. (9) The yield is 0.440. The product is [C:26]([O:25][C:23]([C:22]1[CH:21]=[CH:20][C:19]([O:18][C:12]2[CH:11]=[C:10]3[C:5]([CH:6]([C:14]([O:16][CH3:17])=[O:15])[CH2:7][CH2:8][O:9]3)=[CH:4][C:3]=2[C:1]#[N:2])=[CH:31][CH:30]=1)=[O:24])([CH3:29])([CH3:27])[CH3:28]. The reactants are [C:1]([C:3]1[CH:4]=[C:5]2[C:10](=[CH:11][C:12]=1F)[O:9][CH2:8][CH2:7][CH:6]2[C:14]([O:16][CH3:17])=[O:15])#[N:2].[OH:18][C:19]1[CH:31]=[CH:30][C:22]([C:23]([O:25][C:26]([CH3:29])([CH3:28])[CH3:27])=[O:24])=[CH:21][CH:20]=1.C(=O)([O-])[O-].[K+].[K+]. The catalyst is CN1C(=O)CCC1. (10) The reactants are ClC(Cl)(O[C:5](=[O:11])OC(Cl)(Cl)Cl)Cl.[NH2:13][C:14]1[C:15]([F:34])=[C:16]([CH:31]=[CH:32][CH:33]=1)[CH2:17][N:18]1[CH2:23][CH2:22][N:21]([C:24]([O:26][C:27]([CH3:30])([CH3:29])[CH3:28])=[O:25])[CH2:20][CH2:19]1.CCN(C(C)C)C(C)C.[NH2:44][C:45]1[CH:50]=[CH:49][N:48]=[C:47]([CH3:51])[CH:46]=1. The catalyst is C1COCC1.CCOC(C)=O. The product is [F:34][C:15]1[C:14]([NH:13][C:5]([NH:44][C:45]2[CH:50]=[CH:49][N:48]=[C:47]([CH3:51])[CH:46]=2)=[O:11])=[CH:33][CH:32]=[CH:31][C:16]=1[CH2:17][N:18]1[CH2:19][CH2:20][N:21]([C:24]([O:26][C:27]([CH3:30])([CH3:29])[CH3:28])=[O:25])[CH2:22][CH2:23]1. The yield is 0.430.